Dataset: Full USPTO retrosynthesis dataset with 1.9M reactions from patents (1976-2016). Task: Predict the reactants needed to synthesize the given product. Given the product [Br:1][C:2]1[CH:11]=[C:10]([N:12]([CH:13]2[CH2:17][CH2:16][CH2:15][CH2:14]2)[CH2:24][CH3:25])[C:9]([CH3:18])=[C:4]([CH:3]=1)[C:5]([O:7][CH3:8])=[O:6], predict the reactants needed to synthesize it. The reactants are: [Br:1][C:2]1[CH:3]=[C:4]([CH:9]=[C:10]([NH:12][CH:13]2[CH2:17][CH2:16][CH2:15][CH2:14]2)[CH:11]=1)[C:5]([O:7][CH3:8])=[O:6].[C:18](=O)([O-])[O-].[Cs+].[Cs+].[CH2:24](I)[CH3:25].